From a dataset of Forward reaction prediction with 1.9M reactions from USPTO patents (1976-2016). Predict the product of the given reaction. (1) Given the reactants [Cl:1][C:2]1[CH:36]=[CH:35][C:5]2[NH:6][C:7]([C:9]3[CH:10]=[CH:11][C:12]([N:15]4[CH2:20][CH2:19][CH:18]([CH2:21][O:22][C:23]5[CH:24]=[C:25]([C:32]([O-:34])=[O:33])[CH:26]=[C:27]([CH:31]=5)[C:28]([O-:30])=[O:29])[CH2:17][CH2:16]4)=[N:13][CH:14]=3)=[N:8][C:4]=2[CH:3]=1.O.[OH-].[Na+].Cl, predict the reaction product. The product is: [Cl:1][C:2]1[CH:36]=[CH:35][C:5]2[NH:6][C:7]([C:9]3[CH:10]=[CH:11][C:12]([N:15]4[CH2:16][CH2:17][CH:18]([CH2:21][O:22][C:23]5[CH:24]=[C:25]([C:32]([OH:34])=[O:33])[CH:26]=[C:27]([CH:31]=5)[C:28]([OH:30])=[O:29])[CH2:19][CH2:20]4)=[N:13][CH:14]=3)=[N:8][C:4]=2[CH:3]=1. (2) Given the reactants [C:1]([C:3]1[CH:11]=[CH:10][CH:9]=[CH:8][C:4]=1[C:5]([OH:7])=O)#[N:2].C(Cl)(=O)C(Cl)=O.[CH3:18][O:19][C:20]1[CH:25]=[CH:24][N:23]=[C:22]([N:26]2[CH2:31][CH2:30][NH:29][CH2:28][CH2:27]2)[N:21]=1.C(N(CC)CC)C, predict the reaction product. The product is: [C:1]([C:3]1[CH:11]=[CH:10][CH:9]=[CH:8][C:4]=1[C:5]([N:29]1[CH2:30][CH2:31][N:26]([C:22]2[N:21]=[C:20]([O:19][CH3:18])[CH:25]=[CH:24][N:23]=2)[CH2:27][CH2:28]1)=[O:7])#[N:2]. (3) Given the reactants [C:1]([OH:24])(=O)[CH2:2][CH2:3][CH2:4][CH2:5][CH2:6][CH2:7][CH2:8][CH2:9][CH2:10][CH2:11][CH2:12][CH2:13][CH2:14][CH2:15][CH2:16][CH2:17][CH2:18][CH2:19][CH2:20][CH2:21][CH3:22].[CH3:25][N:26]([CH3:31])[CH2:27][CH2:28][CH2:29][NH2:30], predict the reaction product. The product is: [CH3:25][N:26]([CH2:27][CH2:28][CH2:29][NH:30][C:1](=[O:24])[CH2:2][CH2:3][CH2:4][CH2:5][CH2:6][CH2:7][CH2:8][CH2:9][CH2:10][CH2:11][CH2:12][CH2:13][CH2:14][CH2:15][CH2:16][CH2:17][CH2:18][CH2:19][CH2:20][CH2:21][CH3:22])[CH3:31]. (4) Given the reactants CO[C:3]([C:5]1[C:6](=[O:17])[O:7][C:8]2[C:13]([C:14]=1[OH:15])=[CH:12][CH:11]=[CH:10][C:9]=2[Cl:16])=[O:4].[Na+].[NH2:19][CH2:20][C:21]([O-:23])=[O:22], predict the reaction product. The product is: [Cl:16][C:9]1[CH:10]=[CH:11][CH:12]=[C:13]2[C:8]=1[O:7][C:6](=[O:17])[C:5]([C:3]([NH:19][CH2:20][C:21]([OH:23])=[O:22])=[O:4])=[C:14]2[OH:15]. (5) Given the reactants [I-].C[S+](C)(C)=O.[CH3:7][C:8]([O-:11])([CH3:10])[CH3:9].[K+].CC1(C)O[C@H:18]([C:20]([O:22][CH2:23][CH2:24][CH2:25][CH3:26])=[O:21])[CH2:17][C:16](=[O:27])[CH2:15]1, predict the reaction product. The product is: [CH3:7][C:8]1([CH3:10])[CH2:9][C@:16]2([O:27][CH2:15]2)[CH2:17][C@@H:18]([C:20]([O:22][CH2:23][CH2:24][CH2:25][CH3:26])=[O:21])[O:11]1. (6) Given the reactants [CH2:1]([CH:3]([CH:6]1[CH2:11][C:10]([CH3:13])([OH:12])[CH2:9][CH2:8][O:7]1)[CH2:4][CH3:5])[CH3:2].[C:14](O[C:14](=[O:17])[CH2:15][CH3:16])(=[O:17])[CH2:15][CH3:16], predict the reaction product. The product is: [CH2:1]([CH:3]([CH:6]1[CH2:11][C:10]([O:12][C:14](=[O:17])[CH2:15][CH3:16])([CH3:13])[CH2:9][CH2:8][O:7]1)[CH2:4][CH3:5])[CH3:2]. (7) The product is: [F:67][C:68]1[CH:75]=[CH:74][CH:73]=[C:72]([F:76])[C:69]=1[CH2:70][NH:71][C:30]([C:29]1[CH:33]=[CH:34][C:26]([CH2:25][N:11]([CH:8]2[CH2:9][CH2:10][N:5]([CH2:4][CH2:3][CH:2]([CH3:35])[CH3:1])[CH2:6][CH2:7]2)[C:12]([C:14]2[CH:19]=[CH:18][C:17]([CH2:20][CH2:21][CH2:22][CH2:23][CH3:24])=[CH:16][N:15]=2)=[O:13])=[CH:27][CH:28]=1)=[O:31]. Given the reactants [CH3:1][CH:2]([CH3:35])[CH2:3][CH2:4][N:5]1[CH2:10][CH2:9][CH:8]([N:11]([CH2:25][C:26]2[CH:34]=[CH:33][C:29]([C:30](O)=[O:31])=[CH:28][CH:27]=2)[C:12]([C:14]2[CH:19]=[CH:18][C:17]([CH2:20][CH2:21][CH2:22][CH2:23][CH3:24])=[CH:16][N:15]=2)=[O:13])[CH2:7][CH2:6]1.CN(C(ON1N=NC2C=CC=CC1=2)=[N+](C)C)C.[B-](F)(F)(F)F.CCN(C(C)C)C(C)C.[F:67][C:68]1[CH:75]=[CH:74][CH:73]=[C:72]([F:76])[C:69]=1[CH2:70][NH2:71], predict the reaction product.